This data is from Forward reaction prediction with 1.9M reactions from USPTO patents (1976-2016). The task is: Predict the product of the given reaction. (1) Given the reactants C[O:2][CH2:3][CH:4]1C[CH2:8][CH2:7][CH2:6][N:5]1[C:10]1[N:15]=[CH:14][N:13]=[C:12]([NH:16][C:17]2[CH:18]=[C:19]([CH2:23][S:24]([NH2:27])(=[O:26])=[O:25])[CH:20]=[CH:21][CH:22]=2)[N:11]=1.ClC1N=CN=C(NC2C=C(CS(N)(=O)=O)C=CC=2)[N:30]=1.N1CCC[C@@H]1C(N)=O, predict the reaction product. The product is: [S:24]([CH2:23][C:19]1[CH:18]=[C:17]([NH:16][C:12]2[N:13]=[CH:14][N:15]=[C:10]([N:5]3[CH2:6][CH2:7][CH2:8][C@@H:4]3[C:3]([NH2:30])=[O:2])[N:11]=2)[CH:22]=[CH:21][CH:20]=1)(=[O:25])(=[O:26])[NH2:27]. (2) The product is: [CH2:1]1[O:10][C:4]2([CH2:9][CH2:8][N:7]([CH2:25][CH2:24][CH:23]([C:17]3[CH:22]=[CH:21][CH:20]=[CH:19][CH:18]=3)[C:27]3[CH:32]=[CH:31][CH:30]=[CH:29][CH:28]=3)[CH2:6][CH2:5]2)[O:3][CH2:2]1. Given the reactants [CH2:1]1[O:10][C:4]2([CH2:9][CH2:8][NH:7][CH2:6][CH2:5]2)[O:3][CH2:2]1.C(=O)([O-])[O-].[K+].[K+].[C:17]1([CH:23]([C:27]2[CH:32]=[CH:31][CH:30]=[CH:29][CH:28]=2)[CH2:24][CH2:25]Br)[CH:22]=[CH:21][CH:20]=[CH:19][CH:18]=1.O, predict the reaction product. (3) Given the reactants [CH3:1][O:2][C:3]([NH:5][C@@H:6]([CH:64]([CH3:66])[CH3:65])[C:7]([N:9]1[CH2:13][CH2:12][CH2:11][C@H:10]1[C:14]1[NH:15][C:16]([C:19]2[CH:24]=[CH:23][C:22]([C:25]([C:54]3[CH:59]=[CH:58][C:57]([C:60]([F:63])([F:62])[F:61])=[CH:56][CH:55]=3)=[CH:26][C:27]3[CH:32]=[CH:31][C:30]([C:33]4[NH:37][C:36]([C@@H:38]5[CH2:42][CH2:41][CH2:40][N:39]5[C:43](=[O:53])[C@@H:44]([NH:48][C:49](=[O:52])[O:50][CH3:51])[CH:45]([CH3:47])[CH3:46])=[N:35][CH:34]=4)=[CH:29][CH:28]=3)=[CH:21][CH:20]=2)=[CH:17][N:18]=1)=[O:8])=[O:4], predict the reaction product. The product is: [CH3:1][O:2][C:3]([NH:5][C@@H:6]([CH:64]([CH3:66])[CH3:65])[C:7]([N:9]1[CH2:13][CH2:12][CH2:11][C@H:10]1[C:14]1[NH:15][C:16]([C:19]2[CH:20]=[CH:21][C:22]([CH:25]([C:54]3[CH:55]=[CH:56][C:57]([C:60]([F:61])([F:63])[F:62])=[CH:58][CH:59]=3)[CH2:26][C:27]3[CH:28]=[CH:29][C:30]([C:33]4[NH:37][C:36]([C@@H:38]5[CH2:42][CH2:41][CH2:40][N:39]5[C:43](=[O:53])[C@@H:44]([NH:48][C:49](=[O:52])[O:50][CH3:51])[CH:45]([CH3:47])[CH3:46])=[N:35][CH:34]=4)=[CH:31][CH:32]=3)=[CH:23][CH:24]=2)=[CH:17][N:18]=1)=[O:8])=[O:4]. (4) Given the reactants Br[C:2]1[CH:3]=[C:4]2[C@@:15]3([CH2:19][O:18][C:17]([NH2:20])=[N:16]3)[C:14]3[CH:13]=[C:12](Cl)[N:11]=[CH:10][C:9]=3[O:8][C:5]2=[CH:6][CH:7]=1.[F:22][C:23]1[C:28](B(O)O)=[C:27]([CH3:32])[CH:26]=[CH:25][N:24]=1.[O:33]1[CH2:38][CH:37]=[C:36](B2OC(C)(C)C(C)(C)O2)[CH2:35][CH2:34]1, predict the reaction product. The product is: [O:33]1[CH2:34][CH:35]=[C:36]([C:12]2[N:11]=[CH:10][C:9]3[O:8][C:5]4[C:4]([C@@:15]5([CH2:19][O:18][C:17]([NH2:20])=[N:16]5)[C:14]=3[CH:13]=2)=[CH:3][C:2]([C:28]2[C:23]([F:22])=[N:24][CH:25]=[CH:26][C:27]=2[CH3:32])=[CH:7][CH:6]=4)[CH2:37][CH2:38]1. (5) Given the reactants Cl[C:2]1[C:7]([CH3:8])=[CH:6][CH:5]=[CH:4][C:3]=1[N+:9]([O-:11])=[O:10].[NH:12]1[CH2:17][CH2:16][CH2:15][CH2:14][CH2:13]1, predict the reaction product. The product is: [CH3:8][C:7]1[CH:6]=[CH:5][CH:4]=[C:3]([N+:9]([O-:11])=[O:10])[C:2]=1[N:12]1[CH2:17][CH2:16][CH2:15][CH2:14][CH2:13]1. (6) Given the reactants [CH3:1][C:2]([C:4]1[CH:9]=[CH:8][C:7]([O:10][CH3:11])=[CH:6][CH:5]=1)=O.[C:12]([O:16][C:17](=[O:46])[N:18]([CH2:44][CH3:45])[CH2:19][C:20]1[CH:21]=[N:22][CH:23]=[C:24]([C:27]2[CH:28]=[C:29]3[C:33](=[CH:34][CH:35]=2)[N:32]([CH:36]2[CH2:41][CH2:40][CH2:39][CH2:38][O:37]2)[N:31]=[C:30]3[CH:42]=O)[C:25]=1[CH3:26])([CH3:15])([CH3:14])[CH3:13].C(=O)([O-])[O-].[NH4+:51].[NH4+:52], predict the reaction product. The product is: [C:12]([O:16][C:17](=[O:46])[N:18]([CH2:44][CH3:45])[CH2:19][C:20]1[CH:21]=[N:22][CH:23]=[C:24]([C:27]2[CH:28]=[C:29]3[C:33](=[CH:34][CH:35]=2)[N:32]([CH:36]2[CH2:41][CH2:40][CH2:39][CH2:38][O:37]2)[N:31]=[C:30]3[C:42]2[NH:51][CH:1]=[C:2]([C:4]3[CH:9]=[CH:8][C:7]([O:10][CH3:11])=[CH:6][CH:5]=3)[N:52]=2)[C:25]=1[CH3:26])([CH3:13])([CH3:14])[CH3:15].